Dataset: Reaction yield outcomes from USPTO patents with 853,638 reactions. Task: Predict the reaction yield, written as a fraction of the theoretical maximum amount of product (1.0 means a 100% yield; for example, 0.34 means a 34% yield). (1) The product is [NH2:1][C:2]1[N:7]=[CH:6][N:5]=[C:4]2[N:8]([CH:13]3[CH2:17][CH2:16][N:15]([C:18]4[CH:19]=[N:20][N:21]([C:26]5[CH:27]=[CH:28][C:29]([F:32])=[CH:30][CH:31]=5)[C:22]=4[CH:23]([CH3:24])[CH3:25])[C:14]3=[O:33])[N:9]=[C:10]([C:11]3[NH:39][CH2:38][CH2:37][N:12]=3)[C:3]=12. The yield is 0.970. The reactants are [NH2:1][C:2]1[N:7]=[CH:6][N:5]=[C:4]2[N:8]([CH:13]3[CH2:17][CH2:16][N:15]([C:18]4[CH:19]=[N:20][N:21]([C:26]5[CH:31]=[CH:30][C:29]([F:32])=[CH:28][CH:27]=5)[C:22]=4[CH:23]([CH3:25])[CH3:24])[C:14]3=[O:33])[N:9]=[C:10]([C:11]#[N:12])[C:3]=12.CCO.[CH2:37](N)[CH2:38][NH2:39]. The catalyst is CC(O)=O. (2) The reactants are [CH2:1]([N:7]=[C:8]=[O:9])[CH2:2][CH2:3][CH2:4][CH2:5][CH3:6].[CH2:10]([NH2:16])[CH2:11][CH2:12][CH2:13][CH2:14][CH3:15].[C:17](Cl)(=[O:22])[CH2:18][C:19](Cl)=[O:20].C(N(C(C)C)CC)(C)C.[N:33]([CH2:36][C:37]([O:39]CC)=[O:38])=[C:34]=[O:35]. The catalyst is ClCCl. The product is [CH2:1]([N:7]1[C:19]([OH:20])=[C:18]([C:34]([NH:33][CH2:36][C:37]([OH:39])=[O:38])=[O:35])[C:17](=[O:22])[N:16]([CH2:10][CH2:11][CH2:12][CH2:13][CH2:14][CH3:15])[C:8]1=[O:9])[CH2:2][CH2:3][CH2:4][CH2:5][CH3:6]. The yield is 0.450. (3) The reactants are [Cl:1][C:2]1[CH:30]=[CH:29][C:5]([CH2:6][N:7]2[C:12]([NH:13][C:14]3[CH:19]=[CH:18][C:17]([C:20]([O:22]C)=[O:21])=[CH:16][CH:15]=3)=[N:11][C:10](=[O:24])[N:9]([CH:25]([CH3:27])[CH3:26])[C:8]2=[O:28])=[CH:4][CH:3]=1.CO.[OH-].[Li+].Cl. The catalyst is O. The product is [Cl:1][C:2]1[CH:3]=[CH:4][C:5]([CH2:6][N:7]2[C:12]([NH:13][C:14]3[CH:15]=[CH:16][C:17]([C:20]([OH:22])=[O:21])=[CH:18][CH:19]=3)=[N:11][C:10](=[O:24])[N:9]([CH:25]([CH3:26])[CH3:27])[C:8]2=[O:28])=[CH:29][CH:30]=1. The yield is 0.890. (4) The reactants are [CH3:1][O:2][C:3](=[O:28])[C:4]([NH:17]C(OCC1C=CC=CC=1)=O)=[CH:5][C:6]1[CH:7]=[C:8]2[C:12](=[CH:13][CH:14]=1)[NH:11][CH:10]=[C:9]2[C:15]#[N:16]. The yield is 0.920. The product is [CH3:1][O:2][C:3](=[O:28])[CH:4]([NH2:17])[CH2:5][C:6]1[CH:7]=[C:8]2[C:12](=[CH:13][CH:14]=1)[NH:11][CH:10]=[C:9]2[C:15]#[N:16]. The catalyst is CO.[Pd]. (5) The catalyst is C(O)C. The reactants are Cl.[CH3:2][O:3][C:4](=[O:18])[C:5]1[C:6](=[C:11]([N+:15]([O-])=O)[CH:12]=[CH:13][CH:14]=1)[C:7]([O:9][CH3:10])=[O:8].[Sn](Cl)(Cl)(Cl)Cl. The yield is 0.860. The product is [CH3:2][O:3][C:4](=[O:18])[C:5]1[C:6](=[C:11]([NH2:15])[CH:12]=[CH:13][CH:14]=1)[C:7]([O:9][CH3:10])=[O:8].